The task is: Predict the reaction yield, written as a fraction of the theoretical maximum amount of product (1.0 means a 100% yield; for example, 0.34 means a 34% yield).. This data is from Reaction yield outcomes from USPTO patents with 853,638 reactions. (1) The reactants are [F:1][C:2]1[CH:3]=[CH:4][C:5]([CH2:8][CH2:9][N:10]2[CH2:15][CH2:14][N:13]([C:16]3[CH:21]=[CH:20][C:19]4[C:22]5[CH2:23][N:24](C(OC(C)(C)C)=O)[CH2:25][CH2:26][C:27]=5[O:28][C:18]=4[CH:17]=3)[C:12](=[O:36])[CH2:11]2)=[N:6][CH:7]=1.Cl. The catalyst is CO.CCOCC. The product is [F:1][C:2]1[CH:3]=[CH:4][C:5]([CH2:8][CH2:9][N:10]2[CH2:15][CH2:14][N:13]([C:16]3[CH:21]=[CH:20][C:19]4[C:22]5[CH2:23][NH:24][CH2:25][CH2:26][C:27]=5[O:28][C:18]=4[CH:17]=3)[C:12](=[O:36])[CH2:11]2)=[N:6][CH:7]=1. The yield is 1.00. (2) The reactants are [O:1]1[CH:5]=[CH:4][CH:3]=[C:2]1[C:6]([N:8]1[C:17]2[C:12](=[CH:13][CH:14]=[C:15]([C:18]3[CH:23]=[CH:22][C:21]([S:24]([CH3:27])(=[O:26])=[O:25])=[CH:20][CH:19]=3)[CH:16]=2)[NH:11][C@@H:10]([CH3:28])[CH2:9]1)=[O:7].C(N(CC)C(C)C)(C)C.[CH3:38][S:39](O[S:39]([CH3:38])(=[O:41])=[O:40])(=[O:41])=[O:40].C(Cl)(=O)C1C=CC=CC=1. The catalyst is CN(C)C1C=CN=CC=1.C(OCC)(=O)C. The product is [O:1]1[CH:5]=[CH:4][CH:3]=[C:2]1[C:6]([N:8]1[C:17]2[C:12](=[CH:13][CH:14]=[C:15]([C:18]3[CH:23]=[CH:22][C:21]([S:24]([CH3:27])(=[O:25])=[O:26])=[CH:20][CH:19]=3)[CH:16]=2)[N:11]([S:39]([CH3:38])(=[O:41])=[O:40])[C@@H:10]([CH3:28])[CH2:9]1)=[O:7]. The yield is 0.0500. (3) The reactants are C([O:8][C:9]1[C:14]([CH:15]=[CH:16][C:17]2[CH:22]=[CH:21][C:20]([N+:23]([O-])=O)=[CH:19][CH:18]=2)=[CH:13][C:12]([C:26]([CH3:29])([CH3:28])[CH3:27])=[CH:11][C:10]=1[C:30]1[C:31]([O:36][CH3:37])=[N:32][CH:33]=[CH:34][CH:35]=1)C1C=CC=CC=1. The catalyst is CCOC(C)=O.CO.[OH-].[OH-].[Pd+2]. The product is [NH2:23][C:20]1[CH:21]=[CH:22][C:17]([CH2:16][CH2:15][C:14]2[CH:13]=[C:12]([C:26]([CH3:29])([CH3:27])[CH3:28])[CH:11]=[C:10]([C:30]3[C:31]([O:36][CH3:37])=[N:32][CH:33]=[CH:34][CH:35]=3)[C:9]=2[OH:8])=[CH:18][CH:19]=1. The yield is 0.660. (4) The reactants are [OH:1][C:2]1[CH:30]=[CH:29][C:5]([C:6]([O:8][C@H:9]2[CH2:18][C:17]3[C:12](=[CH:13][C:14]([OH:20])=[CH:15][C:16]=3[OH:19])[O:11][C@@H:10]2[C:21]2[CH:26]=[CH:25][C:24]([OH:27])=[C:23]([OH:28])[CH:22]=2)=[O:7])=[CH:4][CH:3]=1.C(Cl)(Cl)Cl. The catalyst is N1C=CC=CC=1.C(OC(=O)C)(=O)C. The product is [C:6]([OH:8])(=[O:7])[CH3:5].[C:6]([OH:8])(=[O:7])[CH3:5].[C:6]([OH:8])(=[O:7])[CH3:5].[C:6]([OH:8])(=[O:7])[CH3:5].[C:6]([OH:8])(=[O:7])[CH3:5].[OH:1][C:2]1[CH:3]=[CH:4][C:5]([C:6]([O:8][C@H:9]2[CH2:18][C:17]3[C:12](=[CH:13][C:14]([OH:20])=[CH:15][C:16]=3[OH:19])[O:11][C@@H:10]2[C:21]2[CH:26]=[CH:25][C:24]([OH:27])=[C:23]([OH:28])[CH:22]=2)=[O:7])=[CH:29][CH:30]=1. The yield is 0.950.